From a dataset of TCR-epitope binding with 47,182 pairs between 192 epitopes and 23,139 TCRs. Binary Classification. Given a T-cell receptor sequence (or CDR3 region) and an epitope sequence, predict whether binding occurs between them. (1) The epitope is TLDSKTQSL. The TCR CDR3 sequence is CASSRTVGDTQYF. Result: 0 (the TCR does not bind to the epitope). (2) The TCR CDR3 sequence is CASRLQGINEKLFF. Result: 0 (the TCR does not bind to the epitope). The epitope is GILGFVFTL. (3) The epitope is LLLGIGILV. The TCR CDR3 sequence is CASSYDGGVETQYF. Result: 0 (the TCR does not bind to the epitope). (4) Result: 0 (the TCR does not bind to the epitope). The TCR CDR3 sequence is CASTSRGGTDTQYF. The epitope is SEVGPEHSLAEY. (5) The epitope is NLSALGIFST. The TCR CDR3 sequence is CASRGDGELFF. Result: 0 (the TCR does not bind to the epitope). (6) The epitope is LLFGYPVYV. The TCR CDR3 sequence is CASSLTGGDTQYF. Result: 1 (the TCR binds to the epitope). (7) The epitope is YLNTLTLAV. The TCR CDR3 sequence is CSVEERQFF. Result: 1 (the TCR binds to the epitope). (8) The epitope is YVFCTVNAL. The TCR CDR3 sequence is CSTGTYGYTF. Result: 0 (the TCR does not bind to the epitope). (9) Result: 0 (the TCR does not bind to the epitope). The epitope is FLYALALLL. The TCR CDR3 sequence is CASSPPVGNEQFF.